Dataset: Forward reaction prediction with 1.9M reactions from USPTO patents (1976-2016). Task: Predict the product of the given reaction. (1) Given the reactants [CH2:1]1[C:5]2([CH2:10][CH2:9][O:8][CH2:7][CH2:6]2)[CH2:4][CH:3]([C:11]([O:13][CH2:14][CH3:15])=[O:12])[NH:2]1.CN(C(ON1N=NC2C=CC=NC1=2)=[N+](C)C)C.F[P-](F)(F)(F)(F)F.[CH3:40][O:41][C:42]([NH:44][C@H:45]([C:49](O)=[O:50])[CH:46]([CH3:48])[CH3:47])=[O:43].CCN(C(C)C)C(C)C, predict the reaction product. The product is: [CH3:40][O:41][C:42]([NH:44][C@H:45]([C:49]([N:2]1[CH:3]([C:11]([O:13][CH2:14][CH3:15])=[O:12])[CH2:4][C:5]2([CH2:10][CH2:9][O:8][CH2:7][CH2:6]2)[CH2:1]1)=[O:50])[CH:46]([CH3:47])[CH3:48])=[O:43]. (2) Given the reactants [F:1][C:2]1[CH:3]=[C:4]2[C:8](=[CH:9][CH:10]=1)[NH:7][N:6]=[C:5]2[I:11].Cl[CH2:13][CH2:14][CH2:15][CH2:16][CH2:17][O:18][Si:19]([C:22]([CH3:25])([CH3:24])[CH3:23])([CH3:21])[CH3:20], predict the reaction product. The product is: [O:18]([CH2:17][CH2:16][CH2:15][CH2:14][CH2:13][N:7]1[C:8]2[C:4](=[CH:3][C:2]([F:1])=[CH:10][CH:9]=2)[C:5]([I:11])=[N:6]1)[Si:19]([C:22]([CH3:23])([CH3:24])[CH3:25])([CH3:20])[CH3:21]. (3) Given the reactants [CH3:1][O:2][N:3]([CH3:24])[C:4](=[O:23])[C:5]1[CH:10]=[CH:9][C:8]([O:11][CH2:12][C:13]2[CH:22]=[CH:21][C:20]3[C:15](=[CH:16]C=CC=3)N=2)=[CH:7][CH:6]=1.C(OC1C=CC(C(O)=O)=C([F:42])C=1)C1C=CC=CC=1, predict the reaction product. The product is: [CH2:12]([O:11][C:8]1[CH:7]=[CH:6][C:5]([C:4]([N:3]([O:2][CH3:1])[CH3:24])=[O:23])=[C:10]([F:42])[CH:9]=1)[C:13]1[CH:22]=[CH:21][CH:20]=[CH:15][CH:16]=1. (4) Given the reactants [CH2:1]([N:8]1[C:16]2[C:11](=[C:12]([O:17][CH2:18][C:19]([O:21]CC)=[O:20])[CH:13]=[CH:14][CH:15]=2)[C:10]([C:24](=[O:28])[C:25]([OH:27])=[O:26])=[C:9]1[CH3:29])[C:2]1[CH:7]=[CH:6][CH:5]=[CH:4][CH:3]=1.[Li+].[OH-], predict the reaction product. The product is: [CH2:1]([N:8]1[C:16]2[C:11](=[C:12]([O:17][CH2:18][C:19]([OH:21])=[O:20])[CH:13]=[CH:14][CH:15]=2)[C:10]([C:24](=[O:28])[C:25]([OH:27])=[O:26])=[C:9]1[CH3:29])[C:2]1[CH:7]=[CH:6][CH:5]=[CH:4][CH:3]=1. (5) Given the reactants [CH3:1][S:2][CH2:3][CH2:4][CH2:5][CH2:6][CH2:7][NH:8][C:9]1[C:18]2[C:13](=[CH:14][CH:15]=[CH:16][CH:17]=2)[N:12]=[CH:11][C:10]=1[NH2:19].[C:20](Cl)(=[O:27])[CH2:21][CH2:22][CH2:23][CH2:24][CH2:25][CH3:26], predict the reaction product. The product is: [CH3:1][S:2][CH2:3][CH2:4][CH2:5][CH2:6][CH2:7][NH:8][C:9]1[C:18]2[C:13](=[CH:14][CH:15]=[CH:16][CH:17]=2)[N:12]=[CH:11][C:10]=1[NH:19][C:20](=[O:27])[CH2:21][CH2:22][CH2:23][CH2:24][CH2:25][CH3:26]. (6) The product is: [NH2:7][C:8]([CH3:24])([CH3:23])[CH:9]([C:10]1([C:16]2[CH:21]=[CH:20][CH:19]=[CH:18][CH:17]=2)[S:11][CH2:12][CH2:13][CH2:14][S:15]1)[OH:22]. Given the reactants C(OC(=O)[NH:7][C:8]([CH3:24])([CH3:23])[CH:9]([OH:22])[C:10]1([C:16]2[CH:21]=[CH:20][CH:19]=[CH:18][CH:17]=2)[S:15][CH2:14][CH2:13][CH2:12][S:11]1)(C)(C)C.Cl, predict the reaction product. (7) Given the reactants Br[C:2]1[C:3]([F:10])=[C:4]([CH:7]=[CH:8][CH:9]=1)[CH:5]=O.Cl.[Cl:12][C:13]1[CH:18]=[CH:17][C:16]([C@H:19]([NH2:22])[CH2:20][CH3:21])=[CH:15][C:14]=1[CH3:23].[NH:24]1[CH2:27][CH:26]([C:28]([OH:30])=[O:29])[CH2:25]1, predict the reaction product. The product is: [Cl:12][C:13]1[CH:18]=[CH:17][C:16]([C@H:19]([NH:22][C:2]2[C:3]([F:10])=[C:4]([CH:7]=[CH:8][CH:9]=2)[CH2:5][N:24]2[CH2:27][CH:26]([C:28]([OH:30])=[O:29])[CH2:25]2)[CH2:20][CH3:21])=[CH:15][C:14]=1[CH3:23].